Task: Predict the reaction yield, written as a fraction of the theoretical maximum amount of product (1.0 means a 100% yield; for example, 0.34 means a 34% yield).. Dataset: Reaction yield outcomes from USPTO patents with 853,638 reactions (1) The reactants are [CH2:1]([O:3][C:4]([C:6]1[CH:7]=[N:8][C:9]2[C:14]([C:15]=1Cl)=[CH:13][CH:12]=[CH:11][C:10]=2[Cl:17])=[O:5])[CH3:2].[CH:18]1([NH2:23])[CH2:22][CH2:21][CH2:20][CH2:19]1. No catalyst specified. The product is [CH2:1]([O:3][C:4]([C:6]1[CH:7]=[N:8][C:9]2[C:14]([C:15]=1[NH:23][CH:18]1[CH2:22][CH2:21][CH2:20][CH2:19]1)=[CH:13][CH:12]=[CH:11][C:10]=2[Cl:17])=[O:5])[CH3:2]. The yield is 1.00. (2) The reactants are [CH:1]([N:4]1[C:8]2[CH:9]=[CH:10][CH:11]=[CH:12][C:7]=2[N:6]([CH2:13][C:14]2[N:18]([CH2:19][CH2:20][CH:21]([CH3:23])[CH3:22])[C:17]3[CH:24]=[CH:25][CH:26]=[C:27]([CH:28]=O)[C:16]=3[N:15]=2)[C:5]1=[O:30])([CH3:3])[CH3:2].[OH-].[K+].[Cl-].[NH4+].[C:35](#[N:37])[CH3:36]. No catalyst specified. The product is [CH:1]([N:4]1[C:8]2[CH:9]=[CH:10][CH:11]=[CH:12][C:7]=2[N:6]([CH2:13][C:14]2[N:18]([CH2:19][CH2:20][CH:21]([CH3:23])[CH3:22])[C:17]3[CH:24]=[CH:25][CH:26]=[C:27]([CH:28]=[CH:36][C:35]#[N:37])[C:16]=3[N:15]=2)[C:5]1=[O:30])([CH3:3])[CH3:2]. The yield is 0.480. (3) The reactants are [O:1]=[C:2]([CH2:9][CH2:10][CH3:11])[CH2:3][C:4]([O:6][CH2:7][CH3:8])=[O:5].[CH2:12](O)[CH2:13][OH:14].C(OCC)(OCC)OCC. The catalyst is O.C1(C)C=CC(S(O)(=O)=O)=CC=1.O. The product is [CH2:7]([O:6][C:4](=[O:5])[CH2:3][C:2]1([CH2:9][CH2:10][CH3:11])[O:14][CH2:13][CH2:12][O:1]1)[CH3:8]. The yield is 0.970. (4) The reactants are [CH3:1][NH:2][C@H:3]([C:7]([NH:9][C@H:10]([C:14]([N:16]([C@@H:18]([C@@H:57]([CH3:60])[CH2:58][CH3:59])[C@H:19]([O:55][CH3:56])[CH2:20][C:21]([N:23]1[CH2:27][CH2:26][CH2:25][C@H:24]1[C@H:28]([O:53][CH3:54])[C@@H:29]([CH3:52])[C:30]([NH:32][C@@H:33]([CH2:42][C:43]1[C:51]2[C:46](=[CH:47][CH:48]=[CH:49][CH:50]=2)[NH:45][CH:44]=1)[C:34]([N:36]1[CH2:41][CH2:40][CH2:39][CH2:38][O:37]1)=[O:35])=[O:31])=[O:22])[CH3:17])=[O:15])[CH:11]([CH3:13])[CH3:12])=[O:8])[CH:4]([CH3:6])[CH3:5].O=[CH:62][CH2:63][CH2:64][CH2:65][CH2:66][C:67]([OH:69])=[O:68].C(O)(=O)C. The catalyst is CO. The product is [C:67]([CH2:66][CH2:65][CH2:64][CH2:63][CH2:62][N:2]([CH3:1])[C@H:3]([C:7]([NH:9][C@H:10]([C:14]([N:16]([C@@H:18]([C@@H:57]([CH3:60])[CH2:58][CH3:59])[C@H:19]([O:55][CH3:56])[CH2:20][C:21]([N:23]1[CH2:27][CH2:26][CH2:25][C@H:24]1[C@H:28]([O:53][CH3:54])[C@@H:29]([CH3:52])[C:30]([NH:32][C@@H:33]([CH2:42][C:43]1[C:51]2[C:46](=[CH:47][CH:48]=[CH:49][CH:50]=2)[NH:45][CH:44]=1)[C:34]([N:36]1[CH2:41][CH2:40][CH2:39][CH2:38][O:37]1)=[O:35])=[O:31])=[O:22])[CH3:17])=[O:15])[CH:11]([CH3:12])[CH3:13])=[O:8])[CH:4]([CH3:5])[CH3:6])([OH:69])=[O:68]. The yield is 0.860. (5) The reactants are [Cl:1][CH2:2][CH2:3][CH2:4][O:5][C:6]1[CH:7]=[C:8]([CH:13]=[CH:14][C:15]=1[O:16][CH3:17])[C:9]([O:11][CH3:12])=[O:10].[N+:18]([O-])([OH:20])=[O:19]. No catalyst specified. The product is [Cl:1][CH2:2][CH2:3][CH2:4][O:5][C:6]1[C:15]([O:16][CH3:17])=[CH:14][C:13]([N+:18]([O-:20])=[O:19])=[C:8]([CH:7]=1)[C:9]([O:11][CH3:12])=[O:10]. The yield is 0.860. (6) The reactants are Br[C:2]1[CH:7]=[C:6]([F:8])[CH:5]=[C:4]([Br:9])[CH:3]=1.[CH3:10][N:11](C=O)C.[Cu]C#N. The catalyst is N1C=CC=CC=1. The product is [Br:9][C:4]1[CH:3]=[C:2]([CH:7]=[C:6]([F:8])[CH:5]=1)[C:10]#[N:11]. The yield is 0.350. (7) No catalyst specified. The product is [CH3:23][O:24][C:25]1[N:15]([CH:13]2[CH2:14][N:11]([C:2]3[CH:3]=[CH:4][C:5]4[C:10](=[CH:9][CH:8]=[CH:7][CH:6]=4)[N:1]=3)[CH2:12]2)[C:16]2=[N:17][CH:18]=[CH:19][CH:20]=[C:21]2[N:22]=1. The reactants are [N:1]1[C:10]2[C:5](=[CH:6][CH:7]=[CH:8][CH:9]=2)[CH:4]=[CH:3][C:2]=1[N:11]1[CH2:14][CH:13]([NH:15][C:16]2[C:21]([NH2:22])=[CH:20][CH:19]=[CH:18][N:17]=2)[CH2:12]1.[CH3:23][O:24][C:25](OC)(OC)OC.C(O)(=O)CC. The yield is 0.590. (8) The reactants are O=[CH:2][C:3]1[CH:11]=[CH:10][C:8]([OH:9])=[C:5]([O:6][CH3:7])[CH:4]=1.C(O)(=O)[CH2:13][C:14]([OH:16])=[O:15].N1CCCCC1.C(O)(=O)C. The catalyst is CCCCCC.CO. The product is [C:14]([OH:16])(=[O:15])/[CH:13]=[CH:2]/[C:3]1[CH:11]=[CH:10][C:8]([OH:9])=[C:5]([O:6][CH3:7])[CH:4]=1. The yield is 0.650. (9) The reactants are Cl[CH:2]([CH2:5][CH2:6][CH2:7][CH2:8][CH2:9][CH2:10][CH2:11][CH2:12][CH2:13][CH3:14])[CH:3]=[O:4].[O:15]=[C:16]([CH3:23])/[CH:17]=[CH:18]/[C:19]([O:21][CH3:22])=[O:20]. The catalyst is C(Cl)(Cl)Cl. The product is [CH2:5]([C@H:2]1[C@@H:18]([C:19]([O:21][CH3:22])=[O:20])[CH:17]=[C:16]([CH3:23])[O:15][C:3]1=[O:4])[CH2:6][CH2:7][CH2:8][CH2:9][CH2:10][CH2:11][CH2:12][CH2:13][CH3:14]. The yield is 0.710.